This data is from Catalyst prediction with 721,799 reactions and 888 catalyst types from USPTO. The task is: Predict which catalyst facilitates the given reaction. (1) Reactant: [CH3:1][NH:2][S:3]([C:6]1[S:7][C:8]([Br:11])=[CH:9][CH:10]=1)(=[O:5])=[O:4].[H-].[Na+].Br[CH2:15][C:16]([C:18]1[CH:23]=[CH:22][C:21]([F:24])=[CH:20][CH:19]=1)=[O:17].O. Product: [F:24][C:21]1[CH:22]=[CH:23][C:18]([C:16](=[O:17])[CH2:15][N:2]([CH3:1])[S:3]([C:6]2[S:7][C:8]([Br:11])=[CH:9][CH:10]=2)(=[O:4])=[O:5])=[CH:19][CH:20]=1. The catalyst class is: 54. (2) Reactant: [CH3:1][O:2][C:3]1[C:8]2=[CH:9][CH:10]=[C:11]3[C:20]([N:19]=[C:18]4[C:13]([CH:14]=[CH:15][CH:16]=[C:17]4[C:21]([OH:23])=O)=[N:12]3)=[C:7]2[CH:6]=[CH:5][CH:4]=1.Cl.[CH3:25][N:26]1[CH2:30][CH2:29][C@@H:28]([NH2:31])[CH2:27]1. Product: [CH3:25][N:26]1[CH2:30][CH2:29][C@@H:28]([NH:31][C:21]([C:17]2[C:18]3[C:13](=[N:12][C:11]4[C:20]([N:19]=3)=[C:7]3[CH:6]=[CH:5][CH:4]=[C:3]([O:2][CH3:1])[C:8]3=[CH:9][CH:10]=4)[CH:14]=[CH:15][CH:16]=2)=[O:23])[CH2:27]1. The catalyst class is: 66. (3) Reactant: [CH:1]1([OH:6])[CH2:5][CH2:4][CH2:3][CH2:2]1.[H-].[Na+].Br[CH2:10][C:11]1[C:15]([C:16]([O:18][CH3:19])=[O:17])=[C:14]([CH:20]([CH3:22])[CH3:21])[O:13][N:12]=1. Product: [CH:1]1([O:6][CH2:10][C:11]2[C:15]([C:16]([O:18][CH:19]3[CH2:3][CH2:2][CH2:1][CH2:5]3)=[O:17])=[C:14]([CH:20]([CH3:22])[CH3:21])[O:13][N:12]=2)[CH2:5][CH2:4][CH2:3][CH2:2]1. The catalyst class is: 1.